Dataset: CYP2D6 substrate classification data from Carbon-Mangels et al.. Task: Regression/Classification. Given a drug SMILES string, predict its absorption, distribution, metabolism, or excretion properties. Task type varies by dataset: regression for continuous measurements (e.g., permeability, clearance, half-life) or binary classification for categorical outcomes (e.g., BBB penetration, CYP inhibition). Dataset: cyp2d6_substrate_carbonmangels. (1) The molecule is COc1cc(C(C)=O)ccc1OCCCN1CCC(c2noc3cc(F)ccc23)CC1. The result is 1 (substrate). (2) The compound is CC[C@H]1OC(=O)[C@H](C)[C@@H](O[C@H]2C[C@@](C)(OC)[C@@H](O)[C@H](C)O2)[C@H](C)[C@@H](O[C@@H]2O[C@H](C)C[C@H](N(C)C)[C@H]2O)[C@](C)(O)C[C@@H](C)CN(C)[C@H](C)[C@@H](O)[C@]1(C)O. The result is 0 (non-substrate). (3) The drug is Cc1c(F)c(N2CCN[C@H](C)C2)cc2c1c(=O)c(C(=O)O)cn2C1CC1. The result is 0 (non-substrate).